Dataset: Full USPTO retrosynthesis dataset with 1.9M reactions from patents (1976-2016). Task: Predict the reactants needed to synthesize the given product. Given the product [C:20]([O:19][C:17]([N:14]1[CH2:15][CH2:16][CH:11]([CH:5]([CH2:4][OH:3])[CH2:6][OH:7])[CH2:12][CH2:13]1)=[O:18])([CH3:23])([CH3:22])[CH3:21], predict the reactants needed to synthesize it. The reactants are: C([O:3][C:4](=O)[CH:5]([CH:11]1[CH2:16][CH2:15][N:14]([C:17]([O:19][C:20]([CH3:23])([CH3:22])[CH3:21])=[O:18])[CH2:13][CH2:12]1)[C:6](OCC)=[O:7])C.[Li+].[BH4-].Cl.